Task: Regression. Given two drug SMILES strings and cell line genomic features, predict the synergy score measuring deviation from expected non-interaction effect.. Dataset: NCI-60 drug combinations with 297,098 pairs across 59 cell lines (1) Cell line: LOX IMVI. Drug 2: B(C(CC(C)C)NC(=O)C(CC1=CC=CC=C1)NC(=O)C2=NC=CN=C2)(O)O. Synergy scores: CSS=61.0, Synergy_ZIP=-1.23, Synergy_Bliss=-0.767, Synergy_Loewe=-1.00, Synergy_HSA=2.08. Drug 1: CN(CCCl)CCCl.Cl. (2) Drug 1: CCN(CC)CCNC(=O)C1=C(NC(=C1C)C=C2C3=C(C=CC(=C3)F)NC2=O)C. Drug 2: C1CN(CCN1C(=O)CCBr)C(=O)CCBr. Cell line: TK-10. Synergy scores: CSS=7.26, Synergy_ZIP=-1.58, Synergy_Bliss=1.64, Synergy_Loewe=0.132, Synergy_HSA=1.01. (3) Drug 1: C#CCC(CC1=CN=C2C(=N1)C(=NC(=N2)N)N)C3=CC=C(C=C3)C(=O)NC(CCC(=O)O)C(=O)O. Drug 2: C1CC(=O)NC(=O)C1N2C(=O)C3=CC=CC=C3C2=O. Cell line: BT-549. Synergy scores: CSS=1.16, Synergy_ZIP=0.413, Synergy_Bliss=-0.499, Synergy_Loewe=-2.68, Synergy_HSA=-3.53. (4) Drug 1: CC12CCC(CC1=CCC3C2CCC4(C3CC=C4C5=CN=CC=C5)C)O. Drug 2: CN(CCCl)CCCl.Cl. Cell line: T-47D. Synergy scores: CSS=21.9, Synergy_ZIP=-1.79, Synergy_Bliss=3.69, Synergy_Loewe=-2.14, Synergy_HSA=2.69. (5) Drug 1: CC1CC2CCC3C(=C)CC(O3)CCC45CC6C(O4)C7C(O6)C(O5)C8C(O7)CCC(O8)CC(=O)CC9C(CC(C1=C)O2)OC(C9OC)CC(CN)O.CS(=O)(=O)O. Drug 2: CC1C(C(CC(O1)OC2CC(CC3=C2C(=C4C(=C3O)C(=O)C5=C(C4=O)C(=CC=C5)OC)O)(C(=O)CO)O)N)O.Cl. Cell line: UACC62. Synergy scores: CSS=62.6, Synergy_ZIP=-3.31, Synergy_Bliss=-4.28, Synergy_Loewe=-1.25, Synergy_HSA=-0.167.